From a dataset of Catalyst prediction with 721,799 reactions and 888 catalyst types from USPTO. Predict which catalyst facilitates the given reaction. (1) The catalyst class is: 849. Reactant: [N+:1]([C:4]1[CH:9]=[CH:8][C:7]([CH:10]([C:16]([O:18][CH2:19][CH3:20])=[O:17])[C:11]([O:13][CH2:14][CH3:15])=[O:12])=[CH:6][C:5]=1[C:21]([F:24])([F:23])[F:22])([O-])=O. Product: [NH2:1][C:4]1[CH:9]=[CH:8][C:7]([CH:10]([C:16]([O:18][CH2:19][CH3:20])=[O:17])[C:11]([O:13][CH2:14][CH3:15])=[O:12])=[CH:6][C:5]=1[C:21]([F:22])([F:23])[F:24]. (2) Reactant: [S:1](=[O:37])(=[O:36])([O:3][C:4]1[CH:9]=[CH:8][C:7]([C:10]2[N:11]=[CH:12][N:13]([C:15](=[O:35])[N:16]([CH:18]3[CH2:23][CH2:22][N:21]([CH2:24][C:25]4[CH:30]=[C:29]([O:31][CH3:32])[CH:28]=[C:27]([O:33][CH3:34])[CH:26]=4)[CH2:20][CH2:19]3)[CH3:17])[CH:14]=2)=[CH:6][CH:5]=1)[NH2:2].[CH3:38][S:39]([OH:42])(=[O:41])=[O:40]. Product: [CH3:38][S:39]([OH:42])(=[O:41])=[O:40].[S:1](=[O:36])(=[O:37])([O:3][C:4]1[CH:9]=[CH:8][C:7]([C:10]2[N:11]=[CH:12][N:13]([C:15](=[O:35])[N:16]([CH:18]3[CH2:19][CH2:20][N:21]([CH2:24][C:25]4[CH:26]=[C:27]([O:33][CH3:34])[CH:28]=[C:29]([O:31][CH3:32])[CH:30]=4)[CH2:22][CH2:23]3)[CH3:17])[CH:14]=2)=[CH:6][CH:5]=1)[NH2:2]. The catalyst class is: 13. (3) Reactant: [CH2:1]([O:3][C:4](=[O:27])[CH2:5][CH:6]([OH:26])[C:7]1[CH:12]=[CH:11][C:10]([O:13][CH2:14][C:15]2[CH2:20][CH2:19][CH2:18][C:17]3([CH2:25][CH2:24][CH2:23][CH2:22][CH2:21]3)[CH:16]=2)=[CH:9][CH:8]=1)[CH3:2].[CH:28](N(CC)C(C)C)(C)[CH3:29].ClCCl.F[B-](F)(F)F.C([O+](CC)CC)C. Product: [CH2:1]([O:3][C:4](=[O:27])[CH2:5][CH:6]([O:26][CH2:28][CH3:29])[C:7]1[CH:12]=[CH:11][C:10]([O:13][CH2:14][C:15]2[CH2:20][CH2:19][CH2:18][C:17]3([CH2:21][CH2:22][CH2:23][CH2:24][CH2:25]3)[CH:16]=2)=[CH:9][CH:8]=1)[CH3:2]. The catalyst class is: 22. (4) Reactant: Br[C:2]1[C:7]2[CH2:8][C@@H:9]([CH3:11])[O:10][C:6]=2[C:5]([NH2:12])=[CH:4][C:3]=1[CH3:13].[N:14]1[CH:19]=[CH:18][C:17](B(O)O)=[CH:16][CH:15]=1.C([O-])([O-])=O.[Cs+].[Cs+].O. Product: [CH3:11][C@@H:9]1[CH2:8][C:7]2[C:2]([C:17]3[CH:18]=[CH:19][N:14]=[CH:15][CH:16]=3)=[C:3]([CH3:13])[CH:4]=[C:5]([NH2:12])[C:6]=2[O:10]1. The catalyst class is: 128. (5) Reactant: C(=[N:14][CH:15]([CH2:18][CH2:19][CH2:20][C:21]1[CH:26]=[CH:25][C:24]([O:27][CH2:28][C@@H:29]2[CH2:33][O:32][C:31]([CH3:35])([CH3:34])[O:30]2)=[CH:23][CH:22]=1)[C:16]#[N:17])(C1C=CC=CC=1)C1C=CC=CC=1.Cl.C(=O)([O-])O.[Na+]. Product: [NH2:14][CH:15]([CH2:18][CH2:19][CH2:20][C:21]1[CH:26]=[CH:25][C:24]([O:27][CH2:28][C@@H:29]2[CH2:33][O:32][C:31]([CH3:35])([CH3:34])[O:30]2)=[CH:23][CH:22]=1)[C:16]#[N:17]. The catalyst class is: 1. (6) Reactant: [S:1](Cl)(Cl)(=[O:3])=[O:2].C[N:7](C=O)C.[CH:11]1([C:14]([NH:16][C:17]2[S:25][C:20]3[CH2:21][O:22][CH2:23][CH2:24][C:19]=3[CH:18]=2)=[O:15])[CH2:13][CH2:12]1.N. Product: [CH:11]1([C:14]([NH:16][C:17]2[S:25][C:20]3[CH2:21][O:22][CH2:23][CH2:24][C:19]=3[C:18]=2[S:1]([NH2:7])(=[O:3])=[O:2])=[O:15])[CH2:13][CH2:12]1. The catalyst class is: 168. (7) Reactant: [CH2:1]1[O:7][C@H:6]([CH2:8][OH:9])[C@@H:4]([OH:5])[CH:3]=[CH:2]1. Product: [CH2:1]1[O:7][C@H:6]([CH2:8][OH:9])[C@@H:4]([OH:5])[CH2:3][CH2:2]1. The catalyst class is: 19.